This data is from Catalyst prediction with 721,799 reactions and 888 catalyst types from USPTO. The task is: Predict which catalyst facilitates the given reaction. (1) Reactant: [C:1]([O:4][C@H:5]1[C@@H:14]2[O:15][C:16]([CH3:19])([CH3:18])[O:17][C@:13]32[C@H:8]([C@H:9]([C:21](=O)[CH2:22]Br)[CH2:10][CH2:11][C@@H:12]3[CH3:20])[CH:7]=[C:6]1[CH3:25])(=[O:3])[CH3:2].[C:26]([NH2:30])(=[S:29])[CH2:27][CH3:28]. Product: [C:1]([O:4][C@H:5]1[C@@H:14]2[O:15][C:16]([CH3:19])([CH3:18])[O:17][C@@:13]32[C@H:8]([C@H:9]([C:21]2[N:30]=[C:26]([CH2:27][CH3:28])[S:29][CH:22]=2)[CH2:10][CH2:11][C@H:12]3[CH3:20])[CH:7]=[C:6]1[CH3:25])(=[O:3])[CH3:2]. The catalyst class is: 8. (2) Reactant: [CH:1]([C:3]1[CH:11]=[CH:10][C:6]([C:7](Cl)=[O:8])=[CH:5][CH:4]=1)=[CH2:2].[OH:12][CH2:13][CH:14]1[CH2:18][O:17][C:16](=[S:19])[NH:15]1.N1C=CC=CC=1. Product: [S:19]=[C:16]1[NH:15][CH:14]([CH2:13][O:12][C:7](=[O:8])[C:6]2[CH:10]=[CH:11][C:3]([CH:1]=[CH2:2])=[CH:4][CH:5]=2)[CH2:18][O:17]1. The catalyst class is: 1. (3) Reactant: [Cl:1][C:2]1[CH:3]=[C:4]([N:19](COC)[S:20]([C:23]2[CH:28]=[CH:27][CH:26]=[C:25]([C:29]([F:32])([F:31])[F:30])[CH:24]=2)(=[O:22])=[O:21])[C:5]([C:8](=[O:18])[C:9]2[C:14]([O:15][CH3:16])=[CH:13][CH:12]=[CH:11][C:10]=2[F:17])=[N:6][CH:7]=1.Cl. Product: [Cl:1][C:2]1[CH:3]=[C:4]([NH:19][S:20]([C:23]2[CH:28]=[CH:27][CH:26]=[C:25]([C:29]([F:31])([F:32])[F:30])[CH:24]=2)(=[O:22])=[O:21])[C:5]([C:8](=[O:18])[C:9]2[C:14]([O:15][CH3:16])=[CH:13][CH:12]=[CH:11][C:10]=2[F:17])=[N:6][CH:7]=1. The catalyst class is: 127. (4) Reactant: [CH3:1][N:2]1[C:10]2[C:5](=[CH:6][CH:7]=[C:8]([CH:11]=[O:12])[CH:9]=2)[C:4]([CH3:14])([CH3:13])[C:3]1=[O:15].C(=O)([O-])[O-].[K+].[K+].S([CH2:32][N+:33]#[C-:34])(C1C=CC(C)=CC=1)(=O)=O.O. Product: [CH3:1][N:2]1[C:10]2[C:5](=[CH:6][CH:7]=[C:8]([C:11]3[O:12][CH:34]=[N:33][CH:32]=3)[CH:9]=2)[C:4]([CH3:13])([CH3:14])[C:3]1=[O:15]. The catalyst class is: 5. (5) Reactant: [N+:1]([CH2:4][CH:5]([CH2:11][CH2:12][CH3:13])[CH2:6][C:7](OC)=[O:8])([O-])=O. Product: [CH2:11]([CH:5]1[CH2:4][NH:1][C:7](=[O:8])[CH2:6]1)[CH2:12][CH3:13]. The catalyst class is: 810. (6) Reactant: [Cl:1][C:2]1[CH:3]=[C:4]([C@@H:8]2[C@@H:13]([C:14]3[CH:19]=[CH:18][C:17]([Cl:20])=[CH:16][CH:15]=3)[N:12]([C@@H:21]([CH2:28][CH3:29])[CH2:22][C:23]([CH3:27])([CH3:26])[C:24]#[N:25])[C:11](=[O:30])[C@:10]([CH2:32][CH:33]3[CH2:37][O:36]C(C)(C)[O:34]3)([CH3:31])[CH2:9]2)[CH:5]=[CH:6][CH:7]=1.Cl.O.[Na+].[Cl-]. Product: [Cl:1][C:2]1[CH:3]=[C:4]([C@@H:8]2[C@@H:13]([C:14]3[CH:19]=[CH:18][C:17]([Cl:20])=[CH:16][CH:15]=3)[N:12]([C@@H:21]([CH2:28][CH3:29])[CH2:22][C:23]([CH3:26])([CH3:27])[C:24]#[N:25])[C:11](=[O:30])[C@:10]([CH2:32][CH:33]([OH:34])[CH2:37][OH:36])([CH3:31])[CH2:9]2)[CH:5]=[CH:6][CH:7]=1. The catalyst class is: 1. (7) Reactant: [N:1]1([C:5](=O)[C@@H:6]([NH:10][C:11](=O)OC(C)(C)C)[CH:7]2[CH2:9][CH2:8]2)[CH2:4][CH2:3][CH2:2]1.[H-].[H-].[H-].[H-].[Li+].[Al+3].[O-]S([O-])(=O)=O.[Na+].[Na+].[OH-].[Na+]. Product: [N:1]1([CH2:5][C@H:6]([CH:7]2[CH2:9][CH2:8]2)[NH:10][CH3:11])[CH2:4][CH2:3][CH2:2]1. The catalyst class is: 636. (8) Product: [CH:1]1([CH2:4][N:5]2[CH:9]=[C:8]([C:10]3[N:15]=[CH:14][C:13]4[N:16]=[N:17][NH:18][C:12]=4[CH:11]=3)[N:7]=[CH:6]2)[CH2:2][CH2:3]1. The catalyst class is: 2. Reactant: [CH:1]1([CH2:4][N:5]2[CH:9]=[C:8]([C:10]3[N:15]=[CH:14][C:13]4[N:16]=[N:17][N:18](COCC[Si](C)(C)C)[C:12]=4[CH:11]=3)[N:7]=[CH:6]2)[CH2:3][CH2:2]1.C(O)(C(F)(F)F)=O. (9) Reactant: Br[C:2]1[CH:7]=[CH:6][N:5]2[N:8]=[CH:9][C:10]([C:11]([O:13][CH2:14][CH3:15])=[O:12])=[C:4]2[CH:3]=1.CC1(C)C2C(=C(P(C3C=CC=CC=3)C3C=CC=CC=3)C=CC=2)OC2C(P(C3C=CC=CC=3)C3C=CC=CC=3)=CC=CC1=2.C(=O)([O-])[O-].[Cs+].[Cs+].[F:64][C:65]1([F:79])[CH2:69][NH:68][C@@H:67]([C:70]2[CH:71]=[C:72]([CH:75]=[C:76]([F:78])[CH:77]=2)[C:73]#[N:74])[CH2:66]1. Product: [C:73]([C:72]1[CH:71]=[C:70]([C@H:67]2[CH2:66][C:65]([F:79])([F:64])[CH2:69][N:68]2[C:2]2[CH:7]=[CH:6][N:5]3[N:8]=[CH:9][C:10]([C:11]([O:13][CH2:14][CH3:15])=[O:12])=[C:4]3[CH:3]=2)[CH:77]=[C:76]([F:78])[CH:75]=1)#[N:74]. The catalyst class is: 584.